From a dataset of Catalyst prediction with 721,799 reactions and 888 catalyst types from USPTO. Predict which catalyst facilitates the given reaction. (1) Reactant: [S:1](Cl)([C:4]1[CH:10]=[CH:9][C:7]([CH3:8])=[CH:6][CH:5]=1)(=[O:3])=[O:2].[N-:12]=[N+:13]=[N-:14].[Na+]. Product: [S:1]([N:12]=[N+:13]=[N-:14])([C:4]1[CH:10]=[CH:9][C:7]([CH3:8])=[CH:6][CH:5]=1)(=[O:3])=[O:2]. The catalyst class is: 95. (2) Reactant: Cl[CH2:2][CH2:3][CH2:4][CH2:5][O:6][C:7]1[CH:16]=[C:15]2[C:10]([C:11]([O:17][C:18]3[CH:23]=[CH:22][C:21]([CH3:24])=[CH:20][C:19]=3[C:25]([C:27]3[CH:32]=[CH:31][CH:30]=[CH:29][CH:28]=3)=[O:26])=[CH:12][CH:13]=[N:14]2)=[CH:9][C:8]=1[O:33][CH3:34].[NH:35]1[CH2:40][CH2:39][CH:38]([CH2:41]CO)[CH2:37][CH2:36]1.C(=O)([O-])[O-:45].[K+].[K+].O. Product: [OH:45][CH2:41][CH:38]1[CH2:37][CH2:36][N:35]([CH2:2][CH2:3][CH2:4][CH2:5][O:6][C:7]2[CH:16]=[C:15]3[C:10]([C:11]([O:17][C:18]4[CH:23]=[CH:22][C:21]([CH3:24])=[CH:20][C:19]=4[C:25]([C:27]4[CH:32]=[CH:31][CH:30]=[CH:29][CH:28]=4)=[O:26])=[CH:12][CH:13]=[N:14]3)=[CH:9][C:8]=2[O:33][CH3:34])[CH2:40][CH2:39]1. The catalyst class is: 9. (3) Reactant: O.[OH-].[Li+].C[O:5][C:6](=[O:19])[C:7]1[CH:12]=[CH:11][CH:10]=[C:9]([S:13]([CH:16]([CH3:18])[CH3:17])(=[O:15])=[O:14])[CH:8]=1.Cl. Product: [CH3:18][CH:16]([S:13]([C:9]1[CH:8]=[C:7]([CH:12]=[CH:11][CH:10]=1)[C:6]([OH:19])=[O:5])(=[O:14])=[O:15])[CH3:17]. The catalyst class is: 127. (4) Reactant: C(=O)(O)[O-].[Na+].Br[C:7]1[CH:8]=[CH:9][C:10]([C:13]#[C:14][C:15]2[CH:24]=[CH:23][C:18]([O:19][CH2:20][CH2:21][OH:22])=[C:17]([CH3:25])[CH:16]=2)=[N:11][CH:12]=1.[Cl:26][C:27]1[CH:32]=[CH:31][C:30](OB(O)O)=[CH:29][CH:28]=1. Product: [Cl:26][C:27]1[CH:32]=[CH:31][C:30]([C:7]2[CH:8]=[CH:9][C:10]([C:13]#[C:14][C:15]3[CH:24]=[CH:23][C:18]([O:19][CH2:20][CH2:21][OH:22])=[C:17]([CH3:25])[CH:16]=3)=[N:11][CH:12]=2)=[CH:29][CH:28]=1. The catalyst class is: 12. (5) Reactant: [H-].[Na+].C(OP([CH2:11][C:12]1[CH:13]=[C:14]([CH:26]=[CH:27][CH:28]=1)[O:15][C:16]1[CH:21]=[CH:20][C:19]([C:22]([F:25])([F:24])[F:23])=[CH:18][N:17]=1)(OCC)=O)C.FC(F)(F)C1C=CC(OC2C=C(C=C3CCC(C(O)=O)CC3)C=CC=2)=NC=1.[O:56]1[C:60]2([CH2:65][CH2:64][C:63](=O)[CH2:62][CH2:61]2)[O:59][CH2:58][CH2:57]1. Product: [O:56]1[C:60]2([CH2:65][CH2:64][C:63](=[CH:11][C:12]3[CH:13]=[C:14]([CH:26]=[CH:27][CH:28]=3)[O:15][C:16]3[CH:21]=[CH:20][C:19]([C:22]([F:23])([F:24])[F:25])=[CH:18][N:17]=3)[CH2:62][CH2:61]2)[O:59][CH2:58][CH2:57]1. The catalyst class is: 1. (6) Reactant: C(OC([NH:11][CH2:12][CH2:13][CH2:14][C@@H:15]([NH:18][C:19](=[O:41])[CH2:20][C@H:21]([O:33][CH2:34][C:35]1[CH:40]=[CH:39][CH:38]=[CH:37][CH:36]=1)[CH2:22][CH2:23][CH2:24][CH2:25][CH2:26][CH2:27][CH2:28][CH2:29][CH2:30][CH2:31][CH3:32])[CH2:16][OH:17])=O)C1C=CC=CC=1.[CH2:42](Cl)[O:43][CH2:44][C:45]1[CH:50]=[CH:49][CH:48]=[CH:47][CH:46]=1.C(N(C(C)C)CC)(C)C. Product: [CH2:44]([O:43][CH2:42][O:17][CH2:16][C@H:15]([NH:18][C:19](=[O:41])[CH2:20][C@H:21]([O:33][CH2:34][C:35]1[CH:36]=[CH:37][CH:38]=[CH:39][CH:40]=1)[CH2:22][CH2:23][CH2:24][CH2:25][CH2:26][CH2:27][CH2:28][CH2:29][CH2:30][CH2:31][CH3:32])[CH2:14][CH2:13][CH2:12][NH2:11])[C:45]1[CH:50]=[CH:49][CH:48]=[CH:47][CH:46]=1. The catalyst class is: 2. (7) Reactant: [CH2:1]([C:5]1[S:9][C:8]([C:10]([NH:12][NH:13][C:14](=O)[C:15]2[CH:20]=[C:19]([CH3:21])[C:18]([O:22][CH2:23][CH:24]=[CH2:25])=[C:17]([CH3:26])[CH:16]=2)=[O:11])=[CH:7][CH:6]=1)[CH:2]([CH3:4])[CH3:3].CC[N+](S(N=C(OC)[O-])(=O)=O)(CC)CC. Product: [CH2:23]([O:22][C:18]1[C:19]([CH3:21])=[CH:20][C:15]([C:14]2[O:11][C:10]([C:8]3[S:9][C:5]([CH2:1][CH:2]([CH3:4])[CH3:3])=[CH:6][CH:7]=3)=[N:12][N:13]=2)=[CH:16][C:17]=1[CH3:26])[CH:24]=[CH2:25]. The catalyst class is: 165. (8) Reactant: [CH3:1][CH2:2][N:3](C(C)C)C(C)C.[Br:10][C:11]1[C:12]([F:19])=[CH:13][C:14]([CH3:18])=[C:15]([CH:17]=1)[NH2:16].BrCC#N. Product: [Br:10][C:11]1[C:12]([F:19])=[CH:13][C:14]([CH3:18])=[C:15]([NH:16][CH2:1][C:2]#[N:3])[CH:17]=1. The catalyst class is: 1. (9) Reactant: [C:1](Cl)(=[O:5])[CH2:2][CH2:3][CH3:4].C(N(CC)CC)C.[NH2:14][C:15]1[CH:16]=[N:17][C:18]2[C:23]([C:24]=1[Cl:25])=[CH:22][CH:21]=[CH:20][CH:19]=2. Product: [Cl:25][C:24]1[C:23]2[C:18](=[CH:19][CH:20]=[CH:21][CH:22]=2)[N:17]=[CH:16][C:15]=1[NH:14][C:1](=[O:5])[CH2:2][CH2:3][CH3:4]. The catalyst class is: 4. (10) Reactant: C([Li])CCC.C(NC(C)C)(C)C.[O:13]=[C:14]1[CH2:19][CH2:18][N:17]([C:20]([O:22][C:23]([CH3:26])([CH3:25])[CH3:24])=[O:21])[CH2:16][CH2:15]1.C1C=CC(N([S:34]([C:37]([F:40])([F:39])[F:38])(=[O:36])=[O:35])[S:34]([C:37]([F:40])([F:39])[F:38])(=[O:36])=[O:35])=CC=1. Product: [F:38][C:37]([F:40])([F:39])[S:34]([O:13][C:14]1[CH2:19][CH2:18][N:17]([C:20]([O:22][C:23]([CH3:26])([CH3:25])[CH3:24])=[O:21])[CH2:16][CH:15]=1)(=[O:36])=[O:35]. The catalyst class is: 1.